This data is from Full USPTO retrosynthesis dataset with 1.9M reactions from patents (1976-2016). The task is: Predict the reactants needed to synthesize the given product. (1) Given the product [O:15]=[C:13]1[C@H:12]([NH:11][C:9](=[O:10])[O:8][CH2:1][C:2]2[CH:3]=[CH:4][CH:5]=[CH:6][CH:7]=2)[CH2:16][C:17](=[O:18])[O:19]1, predict the reactants needed to synthesize it. The reactants are: [CH2:1]([O:8][C:9]([NH:11][C@H:12]([CH2:16][C:17]([OH:19])=[O:18])[C:13]([OH:15])=O)=[O:10])[C:2]1[CH:7]=[CH:6][CH:5]=[CH:4][CH:3]=1.C(OC(=O)C)(=O)C. (2) Given the product [OH:16][C:15]([C:13]1[CH:12]=[CH:11][C:8]2[C:9]3[CH2:10][N:2]([CH3:1])[C:3](=[O:41])[C:4]=3[CH:5]=[CH:6][C:7]=2[CH:14]=1)([C:17]1[N:18]=[CH:19][N:20]([C:22]([C:29]2[CH:30]=[CH:31][CH:32]=[CH:33][CH:34]=2)([C:23]2[CH:28]=[CH:27][CH:26]=[CH:25][CH:24]=2)[C:35]2[CH:36]=[CH:37][CH:38]=[CH:39][CH:40]=2)[CH:21]=1)[CH3:42], predict the reactants needed to synthesize it. The reactants are: [CH3:1][N:2]1[CH2:10][C:9]2[C:8]3[CH:11]=[CH:12][C:13]([C:15]([C:17]4[N:18]=[CH:19][N:20]([C:22]([C:35]5[CH:40]=[CH:39][CH:38]=[CH:37][CH:36]=5)([C:29]5[CH:34]=[CH:33][CH:32]=[CH:31][CH:30]=5)[C:23]5[CH:28]=[CH:27][CH:26]=[CH:25][CH:24]=5)[CH:21]=4)=[O:16])=[CH:14][C:7]=3[CH:6]=[CH:5][C:4]=2[C:3]1=[O:41].[CH3:42][Mg]Br.[Cl-].[NH4+]. (3) Given the product [C:41]([O:45][C:46](=[O:76])[NH:47][C:48]1([C:52]2[CH:57]=[CH:56][C:55]([C:58]3[C:67](=[O:68])[C:66]4[C:61](=[C:62]([C:23]5[CH:29]=[N:30][CH:26]=[CH:21][CH:22]=5)[CH:63]=[CH:64][CH:65]=4)[O:60][C:59]=3[C:70]3[CH:75]=[CH:74][CH:73]=[CH:72][CH:71]=3)=[CH:54][CH:53]=2)[CH2:51][CH2:50][CH2:49]1)([CH3:44])([CH3:43])[CH3:42], predict the reactants needed to synthesize it. The reactants are: C(OC(=O)NC1(C2C=CC(C3C(=O)[C:26]4[C:21](=[CH:22][C:23]([C:29]5[NH:30]N=CC=5)=CC=4)OC=3C3C=CC=CC=3)=CC=2)CCC1)(C)(C)C.[C:41]([O:45][C:46](=[O:76])[NH:47][C:48]1([C:52]2[CH:57]=[CH:56][C:55]([C:58]3[C:67](=[O:68])[C:66]4[C:61](=[C:62](Br)[CH:63]=[CH:64][CH:65]=4)[O:60][C:59]=3[C:70]3[CH:75]=[CH:74][CH:73]=[CH:72][CH:71]=3)=[CH:54][CH:53]=2)[CH2:51][CH2:50][CH2:49]1)([CH3:44])([CH3:43])[CH3:42].N1C=CC=C(B(O)O)C=1. (4) Given the product [OH:18][C:19]1[CH:20]=[CH:21][C:22]([CH3:26])=[C:23]([CH:25]=1)[NH:24][C:2]1[CH:7]=[C:6]([C:8]([F:11])([F:10])[F:9])[N:5]=[C:4]([C:12]2[CH:17]=[N:16][CH:15]=[CH:14][N:13]=2)[N:3]=1, predict the reactants needed to synthesize it. The reactants are: Cl[C:2]1[CH:7]=[C:6]([C:8]([F:11])([F:10])[F:9])[N:5]=[C:4]([C:12]2[CH:17]=[N:16][CH:15]=[CH:14][N:13]=2)[N:3]=1.[OH:18][C:19]1[CH:20]=[CH:21][C:22]([CH3:26])=[C:23]([CH:25]=1)[NH2:24]. (5) Given the product [CH3:11][N:12]([CH3:14])/[CH:13]=[CH:9]/[C:8]([C:4]1[CH:5]=[CH:6][CH:7]=[C:2]([F:1])[CH:3]=1)=[O:10], predict the reactants needed to synthesize it. The reactants are: [F:1][C:2]1[CH:3]=[C:4]([C:8](=[O:10])[CH3:9])[CH:5]=[CH:6][CH:7]=1.[CH3:11][N:12]([CH:14](OC)OC)[CH3:13]. (6) Given the product [CH2:15]([C@H:17]1[CH2:22][CH2:21][C@H:20]([CH:23]([OH:24])[C:11]#[C:10][C:3]2[CH:4]=[CH:5][C:6]([F:9])=[C:7]([F:8])[C:2]=2[F:1])[CH2:19][CH2:18]1)[CH3:16], predict the reactants needed to synthesize it. The reactants are: [F:1][C:2]1[C:7]([F:8])=[C:6]([F:9])[CH:5]=[CH:4][C:3]=1[C:10]#[CH:11].C[Mg+].[Br-].[CH2:15]([C@H:17]1[CH2:22][CH2:21][C@H:20]([CH:23]=[O:24])[CH2:19][CH2:18]1)[CH3:16].Cl.